This data is from Reaction yield outcomes from USPTO patents with 853,638 reactions. The task is: Predict the reaction yield, written as a fraction of the theoretical maximum amount of product (1.0 means a 100% yield; for example, 0.34 means a 34% yield). The product is [CH3:1][N:2]1[CH:6]([C:7]([O:9][C:10]([CH3:11])([CH3:13])[CH3:12])=[O:8])[CH2:5][N:4]([C:16]2[N:21]=[C:20]([C:22]([F:25])([F:24])[F:23])[CH:19]=[CH:18][N:17]=2)[C:3]1=[O:14]. The yield is 0.490. The catalyst is O1CCOCC1.O.C1C=CC(/C=C/C(/C=C/C2C=CC=CC=2)=O)=CC=1.C1C=CC(/C=C/C(/C=C/C2C=CC=CC=2)=O)=CC=1.C1C=CC(/C=C/C(/C=C/C2C=CC=CC=2)=O)=CC=1.[Pd].[Pd]. The reactants are [CH3:1][N:2]1[CH:6]([C:7]([O:9][C:10]([CH3:13])([CH3:12])[CH3:11])=[O:8])[CH2:5][NH:4][C:3]1=[O:14].Cl[C:16]1[N:21]=[C:20]([C:22]([F:25])([F:24])[F:23])[CH:19]=[CH:18][N:17]=1.C(=O)([O-])[O-].[Cs+].[Cs+].CC1(C)C2C(=C(P(C3C=CC=CC=3)C3C=CC=CC=3)C=CC=2)OC2C(P(C3C=CC=CC=3)C3C=CC=CC=3)=CC=CC1=2.